Dataset: Full USPTO retrosynthesis dataset with 1.9M reactions from patents (1976-2016). Task: Predict the reactants needed to synthesize the given product. Given the product [C:19]1([C:33]2[CH:34]=[CH:35][CH:36]=[CH:37][CH:38]=2)[CH:24]=[CH:23][C:22]([S:25]([O:28][CH2:29][C:30]([NH:1][C:2]2[CH:10]=[CH:9][C:5]([C:6]([OH:8])=[O:7])=[CH:4][CH:3]=2)=[O:31])(=[O:26])=[O:27])=[CH:21][CH:20]=1, predict the reactants needed to synthesize it. The reactants are: [NH2:1][C:2]1[CH:10]=[CH:9][C:5]([C:6]([OH:8])=[O:7])=[CH:4][CH:3]=1.[OH-].[Na+].C([O-])([O-])=O.[Na+].[Na+].[C:19]1([C:33]2[CH:38]=[CH:37][CH:36]=[CH:35][CH:34]=2)[CH:24]=[CH:23][C:22]([S:25]([O:28][CH2:29][C:30](Cl)=[O:31])(=[O:27])=[O:26])=[CH:21][CH:20]=1.